Dataset: Forward reaction prediction with 1.9M reactions from USPTO patents (1976-2016). Task: Predict the product of the given reaction. (1) Given the reactants [N:1]1[C:10]2[C:5](=[CH:6][C:7]([CH:11]=O)=[CH:8][CH:9]=2)[N:4]=[CH:3][CH:2]=1.[NH:13]=[C:14]1[NH:18][C:17](=[O:19])[CH2:16][S:15]1, predict the reaction product. The product is: [NH:13]=[C:14]1[NH:18][C:17](=[O:19])[C:16](=[CH:11][C:7]2[CH:6]=[C:5]3[C:10](=[CH:9][CH:8]=2)[N:1]=[CH:2][CH:3]=[N:4]3)[S:15]1. (2) The product is: [Cl:1][C:2]1[N:7]=[C:6]([NH:10][C@@H:11]([CH2:12][CH:13]([CH3:15])[CH3:14])[CH2:16][OH:17])[C:5]([C:20]2[CH:21]=[CH:22][S:18][CH:19]=2)=[CH:4][N:3]=1. Given the reactants [Cl:1][C:2]1[N:7]=[C:6](Cl)[C:5](I)=[CH:4][N:3]=1.[NH2:10][C@H:11]([CH2:16][OH:17])[CH2:12][CH:13]([CH3:15])[CH3:14].[S:18]1[CH:22]=[CH:21][C:20](B(O)O)=[CH:19]1, predict the reaction product. (3) The product is: [CH3:48][N:31]([CH3:30])[C:32]1([C:42]2[CH:43]=[CH:44][CH:45]=[CH:46][CH:47]=2)[CH2:37][CH2:36][CH:35]([CH2:38][C:39]([NH:21][CH2:20][C:13]2[C:14]3[C:19](=[CH:18][CH:17]=[CH:16][CH:15]=3)[NH:11][CH:12]=2)=[O:40])[CH2:34][CH2:33]1. Given the reactants ON1C2C=CC=CC=2N=N1.[NH:11]1[C:19]2[C:14](=[CH:15][CH:16]=[CH:17][CH:18]=2)[C:13]([CH2:20][NH2:21])=[CH:12]1.CN1CCOCC1.Cl.[CH3:30][N:31]([CH3:48])[C:32]1([C:42]2[CH:47]=[CH:46][CH:45]=[CH:44][CH:43]=2)[CH2:37][CH2:36][CH:35]([CH2:38][C:39](O)=[O:40])[CH2:34][CH2:33]1.C1(N=C=NC2CCCCC2)CCCCC1.[OH-].[Na+], predict the reaction product. (4) The product is: [CH2:1]([C:3]1[N:4]=[N:5][N:6]([CH2:8][N:68]2[C:67]3[CH:69]=[C:70]([C:72]4[CH:77]=[CH:76][CH:75]=[CH:74][CH:73]=4)[S:71][C:66]=3[C:65](=[O:78])[N:64]([CH:79]3[CH2:84][CH2:83][N:82]([C:85]([O:87][C:88]([CH3:90])([CH3:89])[CH3:91])=[O:86])[CH2:81][CH2:80]3)[C:63]2=[O:62])[N:7]=1)[CH3:2]. Given the reactants [CH2:1]([C:3]1[N:4]=[N:5][N:6]([CH2:8]O[Si](C(C)C)(C(C)C)C(C)C)[N:7]=1)[CH3:2].[N+](CCCC)(CCCC)(CCCC)CCCC.[F-].C(Br)(Br)(Br)Br.C1C=CC(P(C2C=CC=CC=2)C2C=CC=CC=2)=CC=1.[O:62]=[C:63]1[NH:68][C:67]2[CH:69]=[C:70]([C:72]3[CH:77]=[CH:76][CH:75]=[CH:74][CH:73]=3)[S:71][C:66]=2[C:65](=[O:78])[N:64]1[CH:79]1[CH2:84][CH2:83][N:82]([C:85]([O:87][C:88]([CH3:91])([CH3:90])[CH3:89])=[O:86])[CH2:81][CH2:80]1.C(=O)([O-])[O-].[K+].[K+], predict the reaction product. (5) Given the reactants O[Li].O.[OH:4][C:5]1([C:18]([O:20]CC)=[O:19])[CH2:10][CH2:9][CH2:8][N:7]([C:11]2[CH:16]=[CH:15][CH:14]=[CH:13][CH:12]=2)[C:6]1=[O:17].Cl, predict the reaction product. The product is: [OH:4][C:5]1([C:18]([OH:20])=[O:19])[CH2:10][CH2:9][CH2:8][N:7]([C:11]2[CH:16]=[CH:15][CH:14]=[CH:13][CH:12]=2)[C:6]1=[O:17].